Dataset: Peptide-MHC class I binding affinity with 185,985 pairs from IEDB/IMGT. Task: Regression. Given a peptide amino acid sequence and an MHC pseudo amino acid sequence, predict their binding affinity value. This is MHC class I binding data. (1) The peptide sequence is RTSKASLER. The MHC is HLA-B08:01 with pseudo-sequence HLA-B08:01. The binding affinity (normalized) is 0. (2) The peptide sequence is PDFELLLSL. The MHC is HLA-B40:02 with pseudo-sequence HLA-B40:02. The binding affinity (normalized) is 0.928. (3) The peptide sequence is KRFLNGAKY. The MHC is HLA-A26:01 with pseudo-sequence HLA-A26:01. The binding affinity (normalized) is 0.0847. (4) The peptide sequence is LTDVEKRIL. The MHC is HLA-A68:02 with pseudo-sequence HLA-A68:02. The binding affinity (normalized) is 0. (5) The peptide sequence is SEFRWYRYSV. The MHC is H-2-Kk with pseudo-sequence H-2-Kk. The binding affinity (normalized) is 0.769. (6) The peptide sequence is SLEGDLEDL. The MHC is HLA-A02:02 with pseudo-sequence HLA-A02:02. The binding affinity (normalized) is 0.509. (7) The peptide sequence is AWNIWEVEDY. The MHC is HLA-A30:02 with pseudo-sequence HLA-A30:02. The binding affinity (normalized) is 0.303. (8) The peptide sequence is FMYTKHSMLT. The MHC is HLA-A02:01 with pseudo-sequence HLA-A02:01. The binding affinity (normalized) is 0.563. (9) The binding affinity (normalized) is 0.565. The MHC is Mamu-B17 with pseudo-sequence Mamu-B17. The peptide sequence is IMCSIVPLW.